This data is from Forward reaction prediction with 1.9M reactions from USPTO patents (1976-2016). The task is: Predict the product of the given reaction. (1) Given the reactants FC(F)(F)S([O:6][S:7]([C:10]([F:13])([F:12])[F:11])(=[O:9])=[O:8])(=O)=O.[F:16][C:17]([F:24])([C:20]([F:23])([F:22])[F:21])[CH2:18]O, predict the reaction product. The product is: [F:13][C:10]([F:11])([F:12])[S:7]([O:6][CH2:18][C:17]([F:24])([F:16])[C:20]([F:23])([F:22])[F:21])(=[O:8])=[O:9]. (2) Given the reactants [CH3:1][S:2](Cl)(=[O:4])=[O:3].[NH2:6][C:7]1[CH:12]=[CH:11][C:10]([N:13]2[C:22](=[O:23])[C:21]3[C:16](=[CH:17][CH:18]=[CH:19][CH:20]=3)[N:15]=[C:14]2[C:24]2[CH:25]=[N:26][C:27]([CH3:30])=[CH:28][CH:29]=2)=[CH:9][CH:8]=1.O[Li].O, predict the reaction product. The product is: [CH3:30][C:27]1[N:26]=[CH:25][C:24]([C:14]2[N:13]([C:10]3[CH:9]=[CH:8][C:7]([NH:6][S:2]([CH3:1])(=[O:4])=[O:3])=[CH:12][CH:11]=3)[C:22](=[O:23])[C:21]3[C:16](=[CH:17][CH:18]=[CH:19][CH:20]=3)[N:15]=2)=[CH:29][CH:28]=1. (3) Given the reactants [Br:1][C:2]1[CH:11]=[CH:10][C:5]([C:6]([NH:8][NH2:9])=[O:7])=[CH:4][CH:3]=1.[C:12](OC(=O)C)(=O)C, predict the reaction product. The product is: [Br:1][C:2]1[CH:11]=[CH:10][C:5]([C:6]2[O:7][CH:12]=[N:9][N:8]=2)=[CH:4][CH:3]=1. (4) Given the reactants [C:1]([C:5]1[CH:20]=[C:8]2[N:9]=[C:10]([CH3:19])[C:11]([CH2:14][C:15]([O:17][CH3:18])=[O:16])=[C:12](O)[N:7]2[N:6]=1)([CH3:4])([CH3:3])[CH3:2].P(Cl)(Cl)([Cl:23])=O.CN(C)C1C=CC=CC=1, predict the reaction product. The product is: [C:1]([C:5]1[CH:20]=[C:8]2[N:9]=[C:10]([CH3:19])[C:11]([CH2:14][C:15]([O:17][CH3:18])=[O:16])=[C:12]([Cl:23])[N:7]2[N:6]=1)([CH3:4])([CH3:3])[CH3:2]. (5) Given the reactants [CH3:1][C:2]1[C:11]2[NH:10]C(=O)[O:8][C:7](=O)[C:6]=2[CH:5]=[CH:4][CH:3]=1.C(O)(=O)C.[CH3:18][NH2:19].O, predict the reaction product. The product is: [NH2:10][C:11]1[C:2]([CH3:1])=[CH:3][CH:4]=[CH:5][C:6]=1[C:7]([NH:19][CH3:18])=[O:8]. (6) Given the reactants [CH2:1]([C:5]1[CH:6]=[N:7][CH:8]=[C:9]2[C:14]=1[N:13]=[C:12]([C:15]([O:17]CC(C)C)=[O:16])[CH:11]=[CH:10]2)[CH:2]([CH3:4])[CH3:3].[OH-].[Li+].Cl, predict the reaction product. The product is: [CH2:1]([C:5]1[CH:6]=[N:7][CH:8]=[C:9]2[C:14]=1[N:13]=[C:12]([C:15]([OH:17])=[O:16])[CH:11]=[CH:10]2)[CH:2]([CH3:4])[CH3:3].